Dataset: Catalyst prediction with 721,799 reactions and 888 catalyst types from USPTO. Task: Predict which catalyst facilitates the given reaction. (1) Reactant: [CH2:1]([O:3][C:4]([C:6]1([CH2:9][NH2:10])[CH2:8][CH2:7]1)=[O:5])[CH3:2].[CH3:11][C:12]([CH3:14])=O.C([O-])(=O)C.[Na+].C(O[BH-](OC(=O)C)OC(=O)C)(=O)C.[Na+]. Product: [CH2:1]([O:3][C:4]([C:6]1([CH2:9][NH:10][CH:12]([CH3:14])[CH3:11])[CH2:8][CH2:7]1)=[O:5])[CH3:2]. The catalyst class is: 2. (2) Reactant: [OH-].[Na+].[NH2:3][C@:4]([CH2:12][C:13]1[CH:18]=[CH:17][CH:16]=[CH:15][CH:14]=1)([CH2:9][CH:10]=[CH2:11])[CH2:5][C:6]([OH:8])=[O:7].[C:19](O[C:19]([O:21][C:22]([CH3:25])([CH3:24])[CH3:23])=[O:20])([O:21][C:22]([CH3:25])([CH3:24])[CH3:23])=[O:20].C(=O)([O-])[O-].[K+].[K+].C(O)(=O)CC(CC(O)=O)(C(O)=O)O. Product: [CH2:12]([C@@:4]([NH:3][C:19]([O:21][C:22]([CH3:25])([CH3:24])[CH3:23])=[O:20])([CH2:9][CH:10]=[CH2:11])[CH2:5][C:6]([OH:8])=[O:7])[C:13]1[CH:14]=[CH:15][CH:16]=[CH:17][CH:18]=1. The catalyst class is: 38.